Dataset: Full USPTO retrosynthesis dataset with 1.9M reactions from patents (1976-2016). Task: Predict the reactants needed to synthesize the given product. (1) The reactants are: [CH:1]1([C@@:6]([OH:16])([C:10]2[CH:15]=[CH:14][CH:13]=[CH:12][CH:11]=2)[C:7]([OH:9])=O)[CH2:5][CH2:4][CH2:3][CH2:2]1.C(OC([N:24]1[CH2:29][CH2:28][CH:27]([NH2:30])[CH2:26][CH2:25]1)=O)(C)(C)C.CCN(C(C)C)C(C)C.C1C=CC2N(O)N=NC=2C=1.CCN=C=NCCCN(C)C. Given the product [NH2:30][CH:27]1[CH2:28][CH2:29][N:24]([C:7](=[O:9])[C:6]([CH:1]2[CH2:2][CH2:3][CH2:4][CH2:5]2)([OH:16])[C:10]2[CH:15]=[CH:14][CH:13]=[CH:12][CH:11]=2)[CH2:25][CH2:26]1, predict the reactants needed to synthesize it. (2) Given the product [CH2:11]1[CH:10]2[CH2:9][NH:8][CH2:17][CH2:16][N:15]2[CH2:14][CH:13]([C:18]2[N:26]3[C:21]([C:22]([NH2:27])=[N:23][CH:24]=[N:25]3)=[C:20]([C:28]3[CH:29]=[CH:30][C:31]4[C:35]([CH:36]=3)=[N:34][N:33]([C:37]3[CH:42]=[CH:41][CH:40]=[CH:39][CH:38]=3)[CH:32]=4)[CH:19]=2)[O:12]1, predict the reactants needed to synthesize it. The reactants are: C([N:8]1[CH2:17][CH2:16][N:15]2[CH:10]([CH2:11][O:12][CH:13]([C:18]3[N:26]4[C:21]([C:22]([NH2:27])=[N:23][CH:24]=[N:25]4)=[C:20]([C:28]4[CH:29]=[CH:30][C:31]5[C:35]([CH:36]=4)=[N:34][N:33]([C:37]4[CH:42]=[CH:41][CH:40]=[CH:39][CH:38]=4)[CH:32]=5)[CH:19]=3)[CH2:14]2)[CH2:9]1)C1C=CC=CC=1. (3) Given the product [CH2:1]([O:3][CH:4]([O:24][CH2:25][CH3:26])[CH2:5][CH2:6][N:7]([C:8]1[S:9][CH:10]=[C:11]([C:13]2[O:17][N:16]=[C:15]([C:18]3[CH:23]=[CH:22][CH:21]=[CH:20][CH:19]=3)[CH:14]=2)[N:12]=1)[C:41]([C:37]1[S:36][CH:40]=[CH:39][CH:38]=1)=[O:42])[CH3:2], predict the reactants needed to synthesize it. The reactants are: [CH2:1]([O:3][CH:4]([O:24][CH2:25][CH3:26])[CH2:5][CH2:6][NH:7][C:8]1[S:9][CH:10]=[C:11]([C:13]2[O:17][N:16]=[C:15]([C:18]3[CH:23]=[CH:22][CH:21]=[CH:20][CH:19]=3)[CH:14]=2)[N:12]=1)[CH3:2].C(N(C(C)C)CC)(C)C.[S:36]1[CH:40]=[CH:39][CH:38]=[C:37]1[C:41](Cl)=[O:42]. (4) Given the product [CH2:20]([C:19]1[N:6]([O:5][CH:2]([CH3:4])[CH3:3])[C:8]2[C:17]3[CH:16]=[CH:15][CH:14]=[CH:13][C:12]=3[N:11]=[CH:10][C:9]=2[N:18]=1)[CH3:21], predict the reactants needed to synthesize it. The reactants are: Cl.[CH:2]([O:5][NH2:6])([CH3:4])[CH3:3].Cl[C:8]1[C:17]2[C:12](=[CH:13][CH:14]=[CH:15][CH:16]=2)[N:11]=[CH:10][C:9]=1[NH:18][C:19](=O)[CH2:20][CH3:21]. (5) Given the product [Br:1][C:2]1[CH:7]=[CH:6][C:5]([CH2:54][C:55]([O:57][CH2:58][CH3:59])=[O:56])=[C:4]([Cl:9])[CH:3]=1, predict the reactants needed to synthesize it. The reactants are: [Br:1][C:2]1[CH:7]=[CH:6][C:5](I)=[C:4]([Cl:9])[CH:3]=1.CC1(C)C2C(=C(P(C3C=CC=CC=3)C3C=CC=CC=3)C=CC=2)OC2C(P(C3C=CC=CC=3)C3C=CC=CC=3)=CC=CC1=2.Br[Zn][CH2:54][C:55]([O:57][CH2:58][CH3:59])=[O:56].